This data is from Reaction yield outcomes from USPTO patents with 853,638 reactions. The task is: Predict the reaction yield, written as a fraction of the theoretical maximum amount of product (1.0 means a 100% yield; for example, 0.34 means a 34% yield). (1) The reactants are [Cl-].[Cl-].[Cl-].[Al+3].[C:5](Cl)(=[O:7])[CH3:6].[I:9][C:10]1[CH:11]=[C:12]([CH3:16])[CH:13]=[CH:14][CH:15]=1. The catalyst is ClCCl. The product is [C:5]([C:13]1[CH:14]=[CH:15][C:10]([I:9])=[CH:11][C:12]=1[CH3:16])(=[O:7])[CH3:6]. The yield is 0.512. (2) The yield is 0.850. The product is [CH3:18][O:17][CH2:16][CH2:15][O:14][C:4]1[C:5]([O:9][CH2:10][CH2:11][O:12][CH3:13])=[CH:6][CH:7]=[CH:8][C:3]=1[CH2:2][C:19]#[N:20]. The catalyst is CN(C=O)C. The reactants are Cl[CH2:2][C:3]1[CH:8]=[CH:7][CH:6]=[C:5]([O:9][CH2:10][CH2:11][O:12][CH3:13])[C:4]=1[O:14][CH2:15][CH2:16][O:17][CH3:18].[C-:19]#[N:20].[K+].C(OCC)(=O)C. (3) The reactants are C(OC([N:8]1[CH2:13][CH2:12][N:11]([C:14](=[S:33])[O:15][CH2:16][C:17]2[CH:22]=[CH:21][C:20]([O:23][S:24]([C:27]3[CH:32]=[CH:31][CH:30]=[CH:29][CH:28]=3)(=[O:26])=[O:25])=[CH:19][CH:18]=2)[CH2:10][CH2:9]1)=O)(C)(C)C.[ClH:34]. The catalyst is C(OCC)(=O)C. The product is [ClH:34].[N:11]1([C:14](=[S:33])[O:15][CH2:16][C:17]2[CH:22]=[CH:21][C:20]([O:23][S:24]([C:27]3[CH:28]=[CH:29][CH:30]=[CH:31][CH:32]=3)(=[O:26])=[O:25])=[CH:19][CH:18]=2)[CH2:12][CH2:13][NH:8][CH2:9][CH2:10]1. The yield is 0.780. (4) The reactants are [Cl:1][C:2]1[C:7]2[C:8](=[O:12])[NH:9][CH:10](C)[C:6]=2[C:5]([F:13])=[C:4]([Cl:14])[N:3]=1.[C:15](O[C:15]([O:17][C:18]([CH3:21])([CH3:20])[CH3:19])=[O:16])([O:17][C:18]([CH3:21])([CH3:20])[CH3:19])=[O:16]. The catalyst is C(#N)C. The product is [Cl:1][C:2]1[C:7]2[C:8](=[O:12])[N:9]([C:15]([O:17][C:18]([CH3:21])([CH3:20])[CH3:19])=[O:16])[CH2:10][C:6]=2[C:5]([F:13])=[C:4]([Cl:14])[N:3]=1. The yield is 0.530. (5) The yield is 0.780. The reactants are Br[CH2:2][C:3]1[CH:8]=[CH:7][C:6]([O:9][C:10]([F:13])([F:12])[F:11])=[CH:5][CH:4]=1.C(Cl)Cl.[C:17]1([C:23](=[N:30][CH2:31][C:32]([O:34][C:35]([CH3:38])([CH3:37])[CH3:36])=[O:33])[C:24]2[CH:29]=[CH:28][CH:27]=[CH:26][CH:25]=2)[CH:22]=[CH:21][CH:20]=[CH:19][CH:18]=1.[OH-].[Na+]. The product is [C:17]1([C:23](=[N:30][CH:31]([CH2:2][C:3]2[CH:8]=[CH:7][C:6]([O:9][C:10]([F:13])([F:12])[F:11])=[CH:5][CH:4]=2)[C:32]([O:34][C:35]([CH3:38])([CH3:37])[CH3:36])=[O:33])[C:24]2[CH:25]=[CH:26][CH:27]=[CH:28][CH:29]=2)[CH:18]=[CH:19][CH:20]=[CH:21][CH:22]=1. The catalyst is S([O-])(O)(=O)=O.C([N+](CCCC)(CCCC)CCCC)CCC.O. (6) The reactants are [Cl:1][C:2]1[CH:3]=[C:4]2[C:8](=[C:9]([NH:11][CH:12]3[CH2:16][CH2:15][CH2:14][CH2:13]3)[CH:10]=1)[NH:7][C:6]([C:17]1[S:18][CH2:19][C@@H:20]([CH2:22][C:23](O)=[O:24])[N:21]=1)=[CH:5]2.[CH3:26][NH:27][CH3:28]. No catalyst specified. The product is [Cl:1][C:2]1[CH:3]=[C:4]2[C:8](=[C:9]([NH:11][CH:12]3[CH2:13][CH2:14][CH2:15][CH2:16]3)[CH:10]=1)[NH:7][C:6]([C:17]1[S:18][CH2:19][C@@H:20]([CH2:22][C:23]([N:27]([CH3:28])[CH3:26])=[O:24])[N:21]=1)=[CH:5]2. The yield is 0.490.